This data is from Reaction yield outcomes from USPTO patents with 853,638 reactions. The task is: Predict the reaction yield, written as a fraction of the theoretical maximum amount of product (1.0 means a 100% yield; for example, 0.34 means a 34% yield). (1) The reactants are [C:1]([O:4][CH:5]([CH2:10][CH2:11][CH2:12][CH2:13][CH2:14][CH2:15][CH2:16][CH2:17][OH:18])[CH2:6][CH2:7][C:8]#[CH:9])(=[O:3])[CH3:2].C1C=C[NH+]=CC=1.[O-][Cr](Cl)(=O)=O. No catalyst specified. The product is [C:1]([O:4][CH:5]([CH2:10][CH2:11][CH2:12][CH2:13][CH2:14][CH2:15][CH2:16][CH:17]=[O:18])[CH2:6][CH2:7][C:8]#[CH:9])(=[O:3])[CH3:2]. The yield is 0.830. (2) The reactants are [NH2:1][C:2]1[CH:7]=[C:6]([C:8]([F:11])([F:10])[F:9])[CH:5]=[CH:4][C:3]=1[SH:12].[Br:13][C:14]1[CH:15]=[C:16]([CH:19]=[CH:20][C:21]=1[OH:22])[CH:17]=O. The catalyst is CN(C=O)C. The product is [Br:13][C:14]1[CH:15]=[C:16]([CH:17]2[NH:1][C:2]3[CH:7]=[C:6]([C:8]([F:9])([F:10])[F:11])[CH:5]=[CH:4][C:3]=3[S:12]2)[CH:19]=[CH:20][C:21]=1[OH:22]. The yield is 0.105. (3) The reactants are [CH:1]1([C:6]([O:8]CC)=O)[CH2:5][CH2:4][CH2:3][CH2:2]1.[C:11](#[N:13])[CH3:12].[H-].[Na+]. The catalyst is C1COCC1. The product is [CH:1]1([C:6](=[O:8])[CH2:12][C:11]#[N:13])[CH2:2][CH2:3][CH2:4][CH2:5]1. The yield is 0.900. (4) The reactants are [O:1]1[C:10]2[CH:9]=[C:8]([CH2:11][N:12]([CH:20]3[CH2:25][CH2:24][N:23]([CH2:26][CH2:27][N:28]4[C:33](=[O:34])[CH:32]=[N:31]C5C=CC(OC)=NC4=5)[CH2:22][CH2:21]3)C(=O)OC(C)(C)C)[N:7]=[CH:6][C:5]=2[O:4][CH2:3][CH2:2]1.[ClH:41].[C:42]([O-:45])(O)=O.[Na+]. The catalyst is C(Cl)(Cl)Cl.CO.O1CCOCC1. The product is [ClH:41].[O:1]1[C:10]2[CH:9]=[C:8]([CH2:11][NH:12][CH:20]3[CH2:21][CH2:22][N:23]([CH2:26][CH2:27][N:28]4[C:33](=[O:34])[CH:32]=[N:31][C:6]5[N:7]=[CH:8][C:9]([O:45][CH3:42])=[CH:10][C:5]4=5)[CH2:24][CH2:25]3)[N:7]=[CH:6][C:5]=2[O:4][CH2:3][CH2:2]1. The yield is 0.230. (5) The reactants are [NH2:1][CH:2]([CH2:6][C:7]1[C:15]2[C:10](=[CH:11][CH:12]=[CH:13][CH:14]=2)[N:9]([CH3:16])[CH:8]=1)[C:3]([OH:5])=[O:4].C([O-])(O)=O.[Na+].[C:22](ON1C(=O)CCC1=O)([O:24][CH2:25][CH:26]1[C:38]2[C:33](=[CH:34][CH:35]=[CH:36][CH:37]=2)[C:32]2[C:27]1=[CH:28][CH:29]=[CH:30][CH:31]=2)=[O:23]. The catalyst is O.O1CCOCC1. The product is [C:22]([NH:1][CH:2]([CH2:6][C:7]1[C:15]2[C:10](=[CH:11][CH:12]=[CH:13][CH:14]=2)[N:9]([CH3:16])[CH:8]=1)[C:3]([OH:5])=[O:4])([O:24][CH2:25][CH:26]1[C:27]2[C:32](=[CH:31][CH:30]=[CH:29][CH:28]=2)[C:33]2[C:38]1=[CH:37][CH:36]=[CH:35][CH:34]=2)=[O:23]. The yield is 0.800. (6) The catalyst is CN(C=O)C. The reactants are C(=O)([O-])[O-].[K+].[K+].[OH:7][C:8]1[CH:15]=[CH:14][C:11]([CH:12]=[O:13])=[CH:10][CH:9]=1.[CH2:16](Br)[C:17]1[CH:22]=[CH:21][CH:20]=[CH:19][CH:18]=1. The product is [CH2:16]([O:7][C:8]1[CH:15]=[CH:14][C:11]([CH:12]=[O:13])=[CH:10][CH:9]=1)[C:17]1[CH:22]=[CH:21][CH:20]=[CH:19][CH:18]=1. The yield is 0.660. (7) The catalyst is C1COCC1.O.[Os](=O)(=O)(=O)=O. The reactants are [CH3:1][C:2]1([CH3:32])[C:29]2[C:24](=[CH:25][CH:26]=[C:27]([CH:30]=C)[CH:28]=2)[C:5]2=[N:6][O:7][C:8]([C:9]3[O:13][N:12]=[C:11]([C:14]4[CH:19]=[CH:18][CH:17]=[CH:16][CH:15]=4)[C:10]=3[C:20]([F:23])([F:22])[F:21])=[C:4]2[CH2:3]1.C[N+]1([O-])CC[O:37]CC1.I([O-])(=O)(=O)=O.[Na+]. The yield is 0.940. The product is [CH3:32][C:2]1([CH3:1])[C:29]2[C:24](=[CH:25][CH:26]=[C:27]([CH:30]=[O:37])[CH:28]=2)[C:5]2=[N:6][O:7][C:8]([C:9]3[O:13][N:12]=[C:11]([C:14]4[CH:19]=[CH:18][CH:17]=[CH:16][CH:15]=4)[C:10]=3[C:20]([F:21])([F:23])[F:22])=[C:4]2[CH2:3]1. (8) The reactants are [NH2:1][CH2:2][CH2:3][CH2:4][CH2:5][CH2:6][CH2:7][CH2:8][CH2:9][CH2:10][CH:11]=[CH2:12].[CH:13](OCC)=[O:14]. No catalyst specified. The product is [CH:13]([NH:1][CH2:2][CH2:3][CH2:4][CH2:5][CH2:6][CH2:7][CH2:8][CH2:9][CH2:10][CH:11]=[CH2:12])=[O:14]. The yield is 0.990. (9) The reactants are [CH:1]([N:4]([CH3:30])[C:5]1[C:6]([C:19]2[O:20][CH:21]=[C:22]([C:24]3[CH:29]=[CH:28][CH:27]=[CH:26][CH:25]=3)[CH:23]=2)=[N:7][C:8]2[C:13]([N:14]=1)=[CH:12][C:11]([C:15]([O:17]C)=[O:16])=[CH:10][CH:9]=2)([CH3:3])[CH3:2].[OH-].[Na+].O. The catalyst is CO. The product is [CH:1]([N:4]([CH3:30])[C:5]1[C:6]([C:19]2[O:20][CH:21]=[C:22]([C:24]3[CH:29]=[CH:28][CH:27]=[CH:26][CH:25]=3)[CH:23]=2)=[N:7][C:8]2[C:13]([N:14]=1)=[CH:12][C:11]([C:15]([OH:17])=[O:16])=[CH:10][CH:9]=2)([CH3:3])[CH3:2]. The yield is 0.640.